This data is from NCI-60 drug combinations with 297,098 pairs across 59 cell lines. The task is: Regression. Given two drug SMILES strings and cell line genomic features, predict the synergy score measuring deviation from expected non-interaction effect. Drug 1: CC12CCC(CC1=CCC3C2CCC4(C3CC=C4C5=CN=CC=C5)C)O. Drug 2: C(CCl)NC(=O)N(CCCl)N=O. Cell line: BT-549. Synergy scores: CSS=5.33, Synergy_ZIP=0.556, Synergy_Bliss=2.24, Synergy_Loewe=-0.489, Synergy_HSA=0.0515.